Dataset: Forward reaction prediction with 1.9M reactions from USPTO patents (1976-2016). Task: Predict the product of the given reaction. (1) Given the reactants CS([Cl:5])(=O)=O.[CH3:6][C:7]1[C:15]2[C:10](=[N+:11]([O-])[CH:12]=[CH:13][CH:14]=2)[NH:9][CH:8]=1.O.[OH-].[Na+], predict the reaction product. The product is: [Cl:5][C:14]1[CH:13]=[CH:12][N:11]=[C:10]2[NH:9][CH:8]=[C:7]([CH3:6])[C:15]=12. (2) Given the reactants Cl[C:2]1[CH:3]=[C:4]([CH:24]=[C:25]([O:28][CH3:29])[C:26]=1[OH:27])/[CH:5]=[C:6]1/[C:7](=[O:23])[N:8]2[C:13]([C:14]3[CH:22]=[CH:21][C:17]([C:18](O)=[O:19])=[CH:16][CH:15]=3)=[CH:12][N:11]=[C:9]2[S:10]/1.[ClH:30].[F:31][CH:32]1[CH2:35][NH:34][CH2:33]1, predict the reaction product. The product is: [Cl:30][C:2]1[CH:3]=[C:4](/[CH:5]=[C:6]2/[C:7](=[O:23])[N:11]3[CH:12]=[C:13]([C:14]4[CH:15]=[CH:16][C:17]([C:18]([N:34]5[CH2:35][CH:32]([F:31])[CH2:33]5)=[O:19])=[CH:21][CH:22]=4)[N:8]=[C:9]3[S:10]/2)[CH:24]=[C:25]([O:28][CH3:29])[C:26]=1[OH:27]. (3) Given the reactants [N+:1]([C:4]1[CH:5]=[C:6]2[C:10](=[CH:11][CH:12]=1)[NH:9][N:8]=[C:7]2[NH2:13])([O-:3])=[O:2].N1C=CC=CC=1.[CH3:20][N:21]([CH3:31])[C:22]1[CH:23]=[C:24]([CH:28]=[CH:29][CH:30]=1)[C:25](Cl)=[O:26], predict the reaction product. The product is: [CH3:20][N:21]([CH3:31])[C:22]1[CH:23]=[C:24]([CH:28]=[CH:29][CH:30]=1)[C:25]([NH:13][C:7]1[C:6]2[C:10](=[CH:11][CH:12]=[C:4]([N+:1]([O-:3])=[O:2])[CH:5]=2)[NH:9][N:8]=1)=[O:26]. (4) Given the reactants C1(P(C2C=CC=CC=2)C2C=CC=CC=2)C=CC=CC=1.CCOC(/N=N/C(OCC)=O)=O.[CH2:32]([O:34][C:35]1[CH:36]=[C:37]([OH:82])[C:38]([F:81])=[C:39]([N:41]([CH2:50][C:51]2[N:52]([C:62]([C:75]3[CH:80]=[CH:79][CH:78]=[CH:77][CH:76]=3)([C:69]3[CH:74]=[CH:73][CH:72]=[CH:71][CH:70]=3)[C:63]3[CH:68]=[CH:67][CH:66]=[CH:65][CH:64]=3)[CH:53]=[C:54]([C:56]3[CH:61]=[CH:60][CH:59]=[CH:58][CH:57]=3)[N:55]=2)[C:42]2[CH:49]=[CH:48][C:45]([C:46]#[N:47])=[CH:44][CH:43]=2)[CH:40]=1)[CH3:33].O[CH:84]1[CH2:89][CH2:88][N:87]([CH3:90])[CH2:86][CH2:85]1, predict the reaction product. The product is: [CH2:32]([O:34][C:35]1[CH:36]=[C:37]([O:82][CH:84]2[CH2:89][CH2:88][N:87]([CH3:90])[CH2:86][CH2:85]2)[C:38]([F:81])=[C:39]([N:41]([CH2:50][C:51]2[N:52]([C:62]([C:75]3[CH:76]=[CH:77][CH:78]=[CH:79][CH:80]=3)([C:69]3[CH:70]=[CH:71][CH:72]=[CH:73][CH:74]=3)[C:63]3[CH:68]=[CH:67][CH:66]=[CH:65][CH:64]=3)[CH:53]=[C:54]([C:56]3[CH:61]=[CH:60][CH:59]=[CH:58][CH:57]=3)[N:55]=2)[C:42]2[CH:43]=[CH:44][C:45]([C:46]#[N:47])=[CH:48][CH:49]=2)[CH:40]=1)[CH3:33]. (5) Given the reactants [Cl:1][C:2]1[CH:3]=[C:4]([C:8]#[CH:9])[CH:5]=[CH:6][CH:7]=1.[CH2:10]([O:12][C:13]([N:15]1[CH2:20][CH2:19][NH:18][CH2:17][CH2:16]1)=[O:14])[CH3:11].[CH3:21][O:22][C:23]1[CH:30]=[CH:29][CH:28]=[CH:27][C:24]=1[CH:25]=O, predict the reaction product. The product is: [CH2:10]([O:12][C:13]([N:15]1[CH2:16][CH2:17][N:18]([CH:25]([C:24]2[CH:27]=[CH:28][CH:29]=[CH:30][C:23]=2[O:22][CH3:21])[C:9]#[C:8][C:4]2[CH:5]=[CH:6][CH:7]=[C:2]([Cl:1])[CH:3]=2)[CH2:19][CH2:20]1)=[O:14])[CH3:11].